Regression/Classification. Given a drug SMILES string, predict its absorption, distribution, metabolism, or excretion properties. Task type varies by dataset: regression for continuous measurements (e.g., permeability, clearance, half-life) or binary classification for categorical outcomes (e.g., BBB penetration, CYP inhibition). Dataset: cyp2c9_veith. From a dataset of CYP2C9 inhibition data for predicting drug metabolism from PubChem BioAssay. (1) The molecule is O=C1Nc2ccc([N+](=O)[O-])cc2C1(O)N1CCCCCC1. The result is 1 (inhibitor). (2) The molecule is CNC[C@@H](SC)c1ccc(O)c(O)c1. The result is 0 (non-inhibitor). (3) The molecule is O=C(CCCn1c(=S)[nH]c2ccc(Br)cc2c1=O)N1CCN(c2ccccn2)CC1. The result is 1 (inhibitor). (4) The compound is Cc1ccc2c(c1)N(CC(=O)NC1CCCc3ccccc31)C(=O)CO2. The result is 0 (non-inhibitor). (5) The compound is CCOc1ccc(Cc2nc3cc(N=C=S)ccc3n2CCN(CC)CC)cc1. The result is 0 (non-inhibitor). (6) The drug is COc1ccc(C(=O)NCC(=O)OCc2cccc(Br)c2)cc1. The result is 0 (non-inhibitor).